From a dataset of Full USPTO retrosynthesis dataset with 1.9M reactions from patents (1976-2016). Predict the reactants needed to synthesize the given product. (1) Given the product [Br:10][C:11]1[CH:12]=[N:13][N:14]([C:2]2[CH:3]=[C:4]([CH:7]=[CH:8][CH:9]=2)[C:5]#[N:6])[CH:15]=1, predict the reactants needed to synthesize it. The reactants are: F[C:2]1[CH:3]=[C:4]([CH:7]=[CH:8][CH:9]=1)[C:5]#[N:6].[Br:10][C:11]1[CH:12]=[N:13][NH:14][CH:15]=1.C(=O)([O-])[O-].[K+].[K+]. (2) The reactants are: [OH:1][C:2]1[C:3]([CH3:11])=[C:4]([CH:8]=[CH:9][CH:10]=1)[C:5]([OH:7])=[O:6].[N+:12]([O-])([OH:14])=[O:13]. Given the product [OH:1][C:2]1[C:3]([CH3:11])=[C:4]([CH:8]=[CH:9][C:10]=1[N+:12]([O-:14])=[O:13])[C:5]([OH:7])=[O:6], predict the reactants needed to synthesize it. (3) Given the product [N+:37]([C:31]1[C:32]2=[N:33][O:34][N:35]=[C:36]2[C:28]([NH:8][CH2:9][CH2:10][CH2:11][O:12][C:13]2[CH:18]=[CH:17][C:16]([CH2:19][OH:20])=[CH:15][CH:14]=2)=[CH:29][CH:30]=1)([O-:39])=[O:38], predict the reactants needed to synthesize it. The reactants are: FC(F)(F)C(O)=O.[NH2:8][CH2:9][CH2:10][CH2:11][O:12][C:13]1[CH:18]=[CH:17][C:16]([CH2:19][OH:20])=[CH:15][CH:14]=1.C(=O)([O-])[O-].[K+].[K+].Cl[C:28]1[C:36]2[C:32](=[N:33][O:34][N:35]=2)[C:31]([N+:37]([O-:39])=[O:38])=[CH:30][CH:29]=1. (4) Given the product [C:35]([O:39][C:40]([N:42]1[CH2:47][CH2:46][CH:45]([N:48]([C:8]([C:5]2[CH:6]=[N:7][C:2]([Cl:1])=[N:3][CH:4]=2)=[O:10])[CH:49]2[CH2:50][CH2:51]2)[CH2:44][CH2:43]1)=[O:41])([CH3:38])([CH3:36])[CH3:37], predict the reactants needed to synthesize it. The reactants are: [Cl:1][C:2]1[N:7]=[CH:6][C:5]([C:8]([OH:10])=O)=[CH:4][N:3]=1.C(N(C(C)C)C(C)C)C.F[P-](F)(F)(F)(F)F.ClC(N(C)C)=[N+](C)C.[C:35]([O:39][C:40]([N:42]1[CH2:47][CH2:46][CH:45]([NH:48][CH:49]2[CH2:51][CH2:50]2)[CH2:44][CH2:43]1)=[O:41])([CH3:38])([CH3:37])[CH3:36]. (5) Given the product [S:1]([C:5]1[CH:6]=[C:7]([CH:11]=[CH:12][CH:13]=1)[C:8]([O:10][CH3:19])=[O:9])(=[O:3])(=[O:4])[NH2:2], predict the reactants needed to synthesize it. The reactants are: [S:1]([C:5]1[CH:6]=[C:7]([CH:11]=[CH:12][CH:13]=1)[C:8]([OH:10])=[O:9])(=[O:4])(=[O:3])[NH2:2].S(=O)(=O)(O)O.[CH3:19]O. (6) The reactants are: [CH3:1][O:2][C:3]1[CH:8]=[CH:7][C:6]([NH2:9])=[CH:5][CH:4]=1.Cl.[N:11]([O-])=O.[Na+].[OH-].[Na+].[OH:17][C:18]1[C:23](CO)=[CH:22][C:21]([CH3:26])=[CH:20][C:19]=1[CH2:27][OH:28]. Given the product [OH:28][CH2:27][C:19]1[CH:20]=[C:21]([CH3:26])[CH:22]=[C:23]([N:11]=[N:9][C:6]2[CH:7]=[CH:8][C:3]([O:2][CH3:1])=[CH:4][CH:5]=2)[C:18]=1[OH:17], predict the reactants needed to synthesize it. (7) Given the product [NH2:11][CH2:12][CH2:13][C:14]1[CH:19]=[CH:18][C:17]([CH2:20][C@H:21]([O:27][CH2:28][CH3:29])[C:22]([O:24][CH2:25][CH3:26])=[O:23])=[CH:16][CH:15]=1, predict the reactants needed to synthesize it. The reactants are: C(OC([NH:11][CH2:12][CH2:13][C:14]1[CH:19]=[CH:18][C:17]([CH2:20][C@H:21]([O:27][CH2:28][CH3:29])[C:22]([O:24][CH2:25][CH3:26])=[O:23])=[CH:16][CH:15]=1)=O)C1C=CC=CC=1.